Task: Predict the reaction yield, written as a fraction of the theoretical maximum amount of product (1.0 means a 100% yield; for example, 0.34 means a 34% yield).. Dataset: Reaction yield outcomes from USPTO patents with 853,638 reactions (1) The reactants are [CH3:1][C:2]1O[C:4](=[O:15])[C:5]2[C:11]([N+:12]([O-:14])=[O:13])=[CH:10][CH:9]=[CH:8][C:6]=2[N:7]=1.Br.[NH2:17][C@@:18]1([CH3:26])[CH2:23][CH2:22][C:21](=[O:24])[NH:20][C:19]1=[O:25].N1C=CN=C1.C1(OP(OC2C=CC=CC=2)OC2C=CC=CC=2)C=CC=CC=1. The catalyst is CN(C=O)C. The product is [CH3:26][C@:18]1([N:17]2[C:4](=[O:15])[C:5]3[C:6](=[CH:8][CH:9]=[CH:10][C:11]=3[N+:12]([O-:14])=[O:13])[N:7]=[C:2]2[CH3:1])[CH2:23][CH2:22][C:21](=[O:24])[NH:20][C:19]1=[O:25]. The yield is 0.220. (2) The reactants are [N:1]1[C:11]2[C:6](=[CH:7][CH:8]=[CH:9][CH:10]=2)[C:4]([CH3:5])=[CH:3][CH:2]=1.[Br:12][CH2:13][CH3:14]. The yield is 0.920. The catalyst is C(#N)C. The product is [Br-:12].[CH2:13]([N+:1]1[C:11]2[C:6](=[CH:7][CH:8]=[CH:9][CH:10]=2)[C:4]([CH3:5])=[CH:3][CH:2]=1)[CH3:14]. (3) The reactants are [C:1]([O:5][C:6]([N:8]1[CH2:13][CH2:12][CH:11](C(=O)CC(OCC)=O)[CH2:10][CH2:9]1)=[O:7])([CH3:4])([CH3:3])[CH3:2].[H-].[Na+].Br.BrCC(C1C=CN=CC=1)=O.C([O-])(=O)C.[NH4+]. The catalyst is C1COCC1. The product is [C:1]([O:5][C:6]([N:8]1[CH2:13][CH2:12][CH2:11][CH2:10][CH2:9]1)=[O:7])([CH3:4])([CH3:2])[CH3:3]. The yield is 0.470. (4) The reactants are [C-:1]#[C-:2].[Na+].[Na+].CN(C)P(N(C)C)(N(C)C)=O.[F:16][C:17]1[CH:22]=[CH:21][C:20]([CH2:23][CH2:24][CH2:25]I)=[CH:19][CH:18]=1. The catalyst is CN(C)C=O. The product is [F:16][C:17]1[CH:22]=[CH:21][C:20]([CH2:23][CH2:24][CH2:25][C:1]#[CH:2])=[CH:19][CH:18]=1. The yield is 0.620. (5) The reactants are [O:1]1[CH:5]=[CH:4][CH:3]=[C:2]1[C:6](=O)[CH2:7][C:8]1[CH:9]=[CH:10][C:11](=[O:15])[N:12]([CH3:14])[CH:13]=1.C[N:18](C)C=O.COC(OC)N(C)C.C1C[CH2:39][N:38]2[C:33](=[N:34]CCC2)CC1. The catalyst is CC(O)C. The product is [NH2:18][C:33]1[N:34]=[C:6]([C:2]2[O:1][CH:5]=[CH:4][CH:3]=2)[C:7]([C:8]2[CH:9]=[CH:10][C:11](=[O:15])[N:12]([CH3:14])[CH:13]=2)=[CH:39][N:38]=1. The yield is 0.823. (6) The reactants are [NH2:1][C:2]1[C:7](Br)=[N:6][C:5]([Br:9])=[CH:4][N:3]=1.[CH3:10][N:11]1[CH2:17][CH2:16][CH2:15][NH:14][CH2:13][CH2:12]1. No catalyst specified. The product is [Br:9][C:5]1[N:6]=[C:7]([N:14]2[CH2:15][CH2:16][CH2:17][N:11]([CH3:10])[CH2:12][CH2:13]2)[C:2]([NH2:1])=[N:3][CH:4]=1. The yield is 0.900. (7) The reactants are [CH3:1][N:2]1[C:10]2[C:5](=[CH:6][CH:7]=[CH:8][CH:9]=2)[CH:4]=[C:3]1[C:11]([OH:13])=O.C(Cl)(=O)C(Cl)=O.[CH3:20][C:21]1([CH3:35])[C:25]([CH3:27])([CH3:26])[O:24][B:23]([C:28]2[CH:33]=[CH:32][C:31]([NH2:34])=[CH:30][CH:29]=2)[O:22]1.C(N(CC)C(C)C)(C)C. The product is [CH3:1][N:2]1[C:10]2[C:5](=[CH:6][CH:7]=[CH:8][CH:9]=2)[CH:4]=[C:3]1[C:11]([NH:34][C:31]1[CH:30]=[CH:29][C:28]([B:23]2[O:24][C:25]([CH3:27])([CH3:26])[C:21]([CH3:35])([CH3:20])[O:22]2)=[CH:33][CH:32]=1)=[O:13]. The catalyst is C(Cl)Cl.CN(C=O)C. The yield is 0.530. (8) The reactants are Cl[C:2]([O:4][C:5]1[CH:10]=[CH:9][C:8]([N+:11]([O-:13])=[O:12])=[CH:7][CH:6]=1)=[O:3].C(NCC)C.[CH2:19]([O:21]/[C:22](=[CH:28]\[C:29]1[CH:34]=[CH:33][C:32]([C:35]2[CH:40]=[CH:39][CH:38]=[C:37]([NH:41][CH3:42])[CH:36]=2)=[CH:31][CH:30]=1)/[C:23]([O:25][CH2:26][CH3:27])=[O:24])[CH3:20].O. The catalyst is ClCCl. The product is [CH2:19]([O:21]/[C:22](=[CH:28]\[C:29]1[CH:34]=[CH:33][C:32]([C:35]2[CH:40]=[CH:39][CH:38]=[C:37]([N:41]([CH3:42])[C:2]([O:4][C:5]3[CH:10]=[CH:9][C:8]([N+:11]([O-:13])=[O:12])=[CH:7][CH:6]=3)=[O:3])[CH:36]=2)=[CH:31][CH:30]=1)/[C:23]([O:25][CH2:26][CH3:27])=[O:24])[CH3:20]. The yield is 1.00. (9) The reactants are [CH2:1]([N:3]1[C:7]([C:8]2[CH:9]=[N:10][NH:11][C:12]=2[NH2:13])=[CH:6][CH:5]=[N:4]1)[CH3:2].[Cl:14][C:15]1[CH:16]=[C:17]([C:22](=O)[CH2:23][C:24](OCC)=[O:25])[CH:18]=[CH:19][C:20]=1[Cl:21].CC1C=CC(S(O)(=O)=O)=CC=1. The catalyst is CCCCO. The product is [Cl:14][C:15]1[CH:16]=[C:17]([C:22]2[NH:13][C:12]3[N:11]([N:10]=[CH:9][C:8]=3[C:7]3[N:3]([CH2:1][CH3:2])[N:4]=[CH:5][CH:6]=3)[C:24](=[O:25])[CH:23]=2)[CH:18]=[CH:19][C:20]=1[Cl:21]. The yield is 0.650.